From a dataset of NCI-60 drug combinations with 297,098 pairs across 59 cell lines. Regression. Given two drug SMILES strings and cell line genomic features, predict the synergy score measuring deviation from expected non-interaction effect. (1) Drug 1: C1=CC=C(C(=C1)C(C2=CC=C(C=C2)Cl)C(Cl)Cl)Cl. Drug 2: C#CCC(CC1=CN=C2C(=N1)C(=NC(=N2)N)N)C3=CC=C(C=C3)C(=O)NC(CCC(=O)O)C(=O)O. Cell line: HS 578T. Synergy scores: CSS=-4.86, Synergy_ZIP=3.46, Synergy_Bliss=3.06, Synergy_Loewe=-2.53, Synergy_HSA=-2.53. (2) Drug 1: CC(CN1CC(=O)NC(=O)C1)N2CC(=O)NC(=O)C2. Drug 2: CN1C(=O)N2C=NC(=C2N=N1)C(=O)N. Cell line: MDA-MB-231. Synergy scores: CSS=8.60, Synergy_ZIP=-5.72, Synergy_Bliss=-5.26, Synergy_Loewe=-9.19, Synergy_HSA=-4.70. (3) Drug 1: C1CCC(C(C1)N)N.C(=O)(C(=O)[O-])[O-].[Pt+4]. Drug 2: C1CN(P(=O)(OC1)NCCCl)CCCl. Cell line: NCI-H322M. Synergy scores: CSS=-8.48, Synergy_ZIP=-34.1, Synergy_Bliss=-71.1, Synergy_Loewe=-74.1, Synergy_HSA=-74.0. (4) Drug 1: CC=C1C(=O)NC(C(=O)OC2CC(=O)NC(C(=O)NC(CSSCCC=C2)C(=O)N1)C(C)C)C(C)C. Drug 2: CN(C(=O)NC(C=O)C(C(C(CO)O)O)O)N=O. Cell line: NCI-H226. Synergy scores: CSS=31.0, Synergy_ZIP=2.16, Synergy_Bliss=1.40, Synergy_Loewe=-52.1, Synergy_HSA=-1.41.